From a dataset of Peptide-MHC class II binding affinity with 134,281 pairs from IEDB. Regression. Given a peptide amino acid sequence and an MHC pseudo amino acid sequence, predict their binding affinity value. This is MHC class II binding data. (1) The peptide sequence is LIDDVLAILPLDDLK. The MHC is DRB4_0101 with pseudo-sequence DRB4_0103. The binding affinity (normalized) is 0.700. (2) The peptide sequence is FNDIIHSIINMDADV. The MHC is HLA-DQA10301-DQB10302 with pseudo-sequence HLA-DQA10301-DQB10302. The binding affinity (normalized) is 0.277.